From a dataset of Forward reaction prediction with 1.9M reactions from USPTO patents (1976-2016). Predict the product of the given reaction. Given the reactants [O:1]=[C:2]([C:18]1[CH:23]=[CH:22][CH:21]=[CH:20][C:19]=1[NH:24][C:25]1[CH:30]=[CH:29][CH:28]=[CH:27][CH:26]=1)[CH2:3][CH2:4][CH:5]1[CH2:10][CH2:9][N:8]([C:11]([O:13][C:14]([CH3:17])([CH3:16])[CH3:15])=[O:12])[CH2:7][CH2:6]1.C(N(C(C)C)CC)(C)C.Cl[C:41](=[O:46])[C:42]([O:44][CH3:45])=[O:43], predict the reaction product. The product is: [CH3:45][O:44][C:42](=[O:43])[C:41]([N:24]([C:19]1[CH:20]=[CH:21][CH:22]=[CH:23][C:18]=1[C:2](=[O:1])[CH2:3][CH2:4][CH:5]1[CH2:10][CH2:9][N:8]([C:11]([O:13][C:14]([CH3:17])([CH3:15])[CH3:16])=[O:12])[CH2:7][CH2:6]1)[C:25]1[CH:30]=[CH:29][CH:28]=[CH:27][CH:26]=1)=[O:46].